From a dataset of Peptide-MHC class I binding affinity with 185,985 pairs from IEDB/IMGT. Regression. Given a peptide amino acid sequence and an MHC pseudo amino acid sequence, predict their binding affinity value. This is MHC class I binding data. (1) The peptide sequence is ESSDSGSGFW. The MHC is Mamu-B3901 with pseudo-sequence Mamu-B3901. The binding affinity (normalized) is 0.732. (2) The peptide sequence is QDNENEEKI. The MHC is H-2-Db with pseudo-sequence H-2-Db. The binding affinity (normalized) is 0.149. (3) The peptide sequence is LRLSCAASGF. The MHC is HLA-A68:01 with pseudo-sequence HLA-A68:01. The binding affinity (normalized) is 0.297. (4) The peptide sequence is TSFFYRYGFV. The MHC is HLA-A02:01 with pseudo-sequence HLA-A02:01. The binding affinity (normalized) is 0.353. (5) The peptide sequence is QASQDVKNW. The MHC is HLA-B57:02 with pseudo-sequence HLA-B57:02. The binding affinity (normalized) is 0.619.